From a dataset of Reaction yield outcomes from USPTO patents with 853,638 reactions. Predict the reaction yield, written as a fraction of the theoretical maximum amount of product (1.0 means a 100% yield; for example, 0.34 means a 34% yield). (1) The reactants are Br.[Cl:2][C:3]1[CH:4]=[CH:5][C:6](=[NH:17])[N:7]([CH:9]([CH3:16])[C:10](=O)[C:11]([O:13][CH3:14])=[O:12])[CH:8]=1. The catalyst is CO.CCOC(C)=O.C([O-])(O)=O.[Na+]. The product is [Cl:2][C:3]1[CH:4]=[CH:5][C:6]2[N:7]([C:9]([CH3:16])=[C:10]([C:11]([O:13][CH3:14])=[O:12])[N:17]=2)[CH:8]=1. The yield is 0.960. (2) The reactants are O[CH2:2][C:3]1[CH:23]=[CH:22][C:6]([O:7][CH2:8][C:9]2[N:10]=[C:11](/[CH:15]=[CH:16]/[C:17]([O:19][CH2:20][CH3:21])=[O:18])[O:12][C:13]=2[CH3:14])=[C:5]([O:24][CH3:25])[CH:4]=1.C1(C)C=CC=CC=1.S(Cl)([Cl:35])=O. The catalyst is C(OCC)(=O)C. The product is [Cl:35][CH2:2][C:3]1[CH:23]=[CH:22][C:6]([O:7][CH2:8][C:9]2[N:10]=[C:11](/[CH:15]=[CH:16]/[C:17]([O:19][CH2:20][CH3:21])=[O:18])[O:12][C:13]=2[CH3:14])=[C:5]([O:24][CH3:25])[CH:4]=1. The yield is 0.890. (3) The product is [CH3:22][C:3]1([C:7]([O:9][CH2:10][CH3:11])=[O:8])[CH2:4][CH2:5][CH2:6][N:1]([C:12]([O:14][CH2:15][C:16]2[CH:21]=[CH:20][CH:19]=[CH:18][CH:17]=2)=[O:13])[CH2:2]1. The catalyst is C1COCC1. The reactants are [N:1]1([C:12]([O:14][CH2:15][C:16]2[CH:21]=[CH:20][CH:19]=[CH:18][CH:17]=2)=[O:13])[CH2:6][CH2:5][CH2:4][CH:3]([C:7]([O:9][CH2:10][CH3:11])=[O:8])[CH2:2]1.[CH3:22][Si]([N-][Si](C)(C)C)(C)C.[Li+].CI.[Cl-].[NH4+]. The yield is 0.980. (4) The yield is 1.08. The reactants are [Cl:1][C:2]1[CH:7]=[CH:6][C:5](I)=[C:4]([F:9])[CH:3]=1.[NH:10]1[CH2:14][CH2:13][CH2:12][C:11]1=[O:15].[C@@H]1(N)CCCC[C@H]1N.P([O-])([O-])([O-])=O.[K+].[K+].[K+].O1CCOCC1. The catalyst is [Cu]I. The product is [Cl:1][C:2]1[CH:7]=[CH:6][C:5]([N:10]2[CH2:14][CH2:13][CH2:12][C:11]2=[O:15])=[C:4]([F:9])[CH:3]=1.